Dataset: NCI-60 drug combinations with 297,098 pairs across 59 cell lines. Task: Regression. Given two drug SMILES strings and cell line genomic features, predict the synergy score measuring deviation from expected non-interaction effect. (1) Drug 1: C1=CN(C(=O)N=C1N)C2C(C(C(O2)CO)O)O.Cl. Drug 2: C1C(C(OC1N2C=NC3=C(N=C(N=C32)Cl)N)CO)O. Synergy scores: CSS=13.4, Synergy_ZIP=-6.62, Synergy_Bliss=0.920, Synergy_Loewe=-5.08, Synergy_HSA=0.823. Cell line: UACC-257. (2) Drug 2: C1=CC=C(C=C1)NC(=O)CCCCCCC(=O)NO. Drug 1: CC12CCC3C(C1CCC2=O)CC(=C)C4=CC(=O)C=CC34C. Synergy scores: CSS=57.3, Synergy_ZIP=-0.601, Synergy_Bliss=1.18, Synergy_Loewe=-3.46, Synergy_HSA=3.32. Cell line: NCIH23. (3) Drug 1: CNC(=O)C1=CC=CC=C1SC2=CC3=C(C=C2)C(=NN3)C=CC4=CC=CC=N4. Drug 2: CC=C1C(=O)NC(C(=O)OC2CC(=O)NC(C(=O)NC(CSSCCC=C2)C(=O)N1)C(C)C)C(C)C. Cell line: MDA-MB-231. Synergy scores: CSS=20.1, Synergy_ZIP=0.976, Synergy_Bliss=-1.66, Synergy_Loewe=-58.6, Synergy_HSA=-4.28. (4) Drug 1: CC(C)NC(=O)C1=CC=C(C=C1)CNNC.Cl. Drug 2: COC1=C2C(=CC3=C1OC=C3)C=CC(=O)O2. Cell line: HOP-92. Synergy scores: CSS=-4.66, Synergy_ZIP=1.72, Synergy_Bliss=-0.475, Synergy_Loewe=-3.45, Synergy_HSA=-3.89. (5) Drug 1: CC1=C2C(C(=O)C3(C(CC4C(C3C(C(C2(C)C)(CC1OC(=O)C(C(C5=CC=CC=C5)NC(=O)C6=CC=CC=C6)O)O)OC(=O)C7=CC=CC=C7)(CO4)OC(=O)C)O)C)OC(=O)C. Drug 2: C1=NC(=NC(=O)N1C2C(C(C(O2)CO)O)O)N. Cell line: SNB-75. Synergy scores: CSS=15.6, Synergy_ZIP=-4.92, Synergy_Bliss=-1.28, Synergy_Loewe=-4.40, Synergy_HSA=1.30. (6) Drug 1: CNC(=O)C1=NC=CC(=C1)OC2=CC=C(C=C2)NC(=O)NC3=CC(=C(C=C3)Cl)C(F)(F)F. Drug 2: CN1C2=C(C=C(C=C2)N(CCCl)CCCl)N=C1CCCC(=O)O.Cl. Cell line: MDA-MB-231. Synergy scores: CSS=-1.72, Synergy_ZIP=0.956, Synergy_Bliss=1.96, Synergy_Loewe=-2.94, Synergy_HSA=-2.16. (7) Drug 1: C1=NC(=NC(=O)N1C2C(C(C(O2)CO)O)O)N. Drug 2: C(CC(=O)O)C(=O)CN.Cl. Cell line: HS 578T. Synergy scores: CSS=29.0, Synergy_ZIP=-3.11, Synergy_Bliss=5.20, Synergy_Loewe=-26.9, Synergy_HSA=6.09. (8) Drug 1: CC(C)(C#N)C1=CC(=CC(=C1)CN2C=NC=N2)C(C)(C)C#N. Drug 2: C1C(C(OC1N2C=NC3=C2NC=NCC3O)CO)O. Cell line: UACC62. Synergy scores: CSS=-2.15, Synergy_ZIP=0.562, Synergy_Bliss=-0.474, Synergy_Loewe=-3.08, Synergy_HSA=-2.93. (9) Drug 1: C(=O)(N)NO. Drug 2: CC1C(C(CC(O1)OC2CC(CC3=C2C(=C4C(=C3O)C(=O)C5=C(C4=O)C(=CC=C5)OC)O)(C(=O)CO)O)N)O.Cl. Cell line: SF-295. Synergy scores: CSS=21.4, Synergy_ZIP=-2.75, Synergy_Bliss=-3.98, Synergy_Loewe=-18.7, Synergy_HSA=-3.25. (10) Drug 1: C1=CN(C(=O)N=C1N)C2C(C(C(O2)CO)O)O.Cl. Drug 2: CC12CCC3C(C1CCC2OP(=O)(O)O)CCC4=C3C=CC(=C4)OC(=O)N(CCCl)CCCl.[Na+]. Cell line: MCF7. Synergy scores: CSS=-2.97, Synergy_ZIP=1.77, Synergy_Bliss=2.61, Synergy_Loewe=-10.7, Synergy_HSA=-4.53.